This data is from Full USPTO retrosynthesis dataset with 1.9M reactions from patents (1976-2016). The task is: Predict the reactants needed to synthesize the given product. (1) Given the product [F:33][C:27]1[C:28]([F:32])=[CH:29][CH:30]=[CH:31][C:26]=1[C@H:23]1[CH2:22][N:21]2[C:34]([CH2:37][CH:38]=[O:39])=[CH:35][N:36]=[C:20]2[C@H:19]([NH:18][C:16](=[O:17])[O:15][C:11]([CH3:13])([CH3:12])[CH3:14])[CH2:25][CH2:24]1, predict the reactants needed to synthesize it. The reactants are: [H-].C([Al+]CC(C)C)C(C)C.[C:11]([O:15][C:16]([NH:18][C@@H:19]1[CH2:25][CH2:24][C@@H:23]([C:26]2[CH:31]=[CH:30][CH:29]=[C:28]([F:32])[C:27]=2[F:33])[CH2:22][N:21]2[C:34]([CH2:37][C:38](OC(C)C)=[O:39])=[CH:35][N:36]=[C:20]12)=[O:17])([CH3:14])([CH3:13])[CH3:12].C(C(C(C([O-])=O)O)O)([O-])=O.[Na+].[K+]. (2) Given the product [CH:1]1[C:13]2[CH:12]([CH2:14][O:15][C:16](=[O:17])[NH:18][C@H:19]([C:25]([O:27][C:28]([CH3:29])([CH3:31])[CH3:30])=[O:26])[CH2:20][CH2:21][C:22](=[O:24])[NH:32][CH2:33][CH2:34][O:35][CH2:36][CH2:37][O:38][CH2:39][CH2:40][O:41][CH2:42][CH2:43][NH:44][C:45](=[O:51])[O:46][C:47]([CH3:49])([CH3:48])[CH3:50])[C:11]3[C:6](=[CH:7][CH:8]=[CH:9][CH:10]=3)[C:5]=2[CH:4]=[CH:3][CH:2]=1, predict the reactants needed to synthesize it. The reactants are: [CH:1]1[C:13]2[CH:12]([CH2:14][O:15][C:16]([NH:18][C@H:19]([C:25]([O:27][C:28]([CH3:31])([CH3:30])[CH3:29])=[O:26])[CH2:20][CH2:21][C:22]([OH:24])=O)=[O:17])[C:11]3[C:6](=[CH:7][CH:8]=[CH:9][CH:10]=3)[C:5]=2[CH:4]=[CH:3][CH:2]=1.[NH2:32][CH2:33][CH2:34][O:35][CH2:36][CH2:37][O:38][CH2:39][CH2:40][O:41][CH2:42][CH2:43][NH:44][C:45](=[O:51])[O:46][C:47]([CH3:50])([CH3:49])[CH3:48].C(N(CC)C(C)C)(C)C.F[P-](F)(F)(F)(F)F.C[N+](C)=C(N(C)C)ON1C2C=CC=CC=2N=N1. (3) The reactants are: [CH3:1][O:2][C:3]([C:5]1[S:6][C:7]([C:20]#[C:21][C:22]([CH3:25])([CH3:24])[CH3:23])=[CH:8][C:9]=1[NH:10][C:11]([C@H:13]1[CH2:18][CH2:17][C@H:16]([CH3:19])[CH2:15][CH2:14]1)=[O:12])=[O:4].[H-].[Na+].Br.Br[CH2:30][C:31]1[CH:32]=[N:33][CH:34]=[CH:35][CH:36]=1. Given the product [CH3:1][O:2][C:3]([C:5]1[S:6][C:7]([C:20]#[C:21][C:22]([CH3:24])([CH3:23])[CH3:25])=[CH:8][C:9]=1[N:10]([C:11]([C@H:13]1[CH2:14][CH2:15][C@H:16]([CH3:19])[CH2:17][CH2:18]1)=[O:12])[CH2:30][C:31]1[CH:32]=[N:33][CH:34]=[CH:35][CH:36]=1)=[O:4], predict the reactants needed to synthesize it. (4) Given the product [CH3:1][O:2][CH2:3][CH2:4][CH2:5][O:6][C:7]1[CH:8]=[C:9]([CH:27]=[CH:28][C:29]=1[O:30][CH3:31])[CH2:10][C@H:11]([CH:24]([CH3:26])[CH3:25])[CH2:12][CH:13]([NH:16][C:17](=[O:23])[O:18][C:19]([CH3:22])([CH3:21])[CH3:20])[CH:14]1[CH2:32][O:15]1, predict the reactants needed to synthesize it. The reactants are: [CH3:1][O:2][CH2:3][CH2:4][CH2:5][O:6][C:7]1[CH:8]=[C:9]([CH:27]=[CH:28][C:29]=1[O:30][CH3:31])[CH2:10][C@H:11]([CH:24]([CH3:26])[CH3:25])[CH2:12][C@H:13]([NH:16][C:17](=[O:23])[O:18][C:19]([CH3:22])([CH3:21])[CH3:20])[CH:14]=[O:15].[CH2:32]1COCC1. (5) Given the product [NH2:1][C:2]1[N:7]=[C:6]([N:8]([CH3:15])[C:9]2[CH:14]=[CH:13][CH:12]=[CH:11][CH:10]=2)[N:5]=[C:4]([C:16]2[N:20]=[C:19]([C:21]3[CH:22]=[CH:23][C:24]([C:27]([OH:29])=[O:28])=[N:25][CH:26]=3)[O:18][N:17]=2)[N:3]=1, predict the reactants needed to synthesize it. The reactants are: [NH2:1][C:2]1[N:7]=[C:6]([N:8]([CH3:15])[C:9]2[CH:14]=[CH:13][CH:12]=[CH:11][CH:10]=2)[N:5]=[C:4]([C:16]2[N:20]=[C:19]([C:21]3[CH:22]=[CH:23][C:24]([C:27]([O:29]C)=[O:28])=[N:25][CH:26]=3)[O:18][N:17]=2)[N:3]=1.[OH-].[Na+]. (6) Given the product [F:21][C:19]1[C:18]([O:22][CH2:23][CH:24]2[CH2:25][CH2:26][N:27]([C:30]([O:32][CH:33]([CH3:35])[CH3:34])=[O:31])[CH2:28][CH2:29]2)=[CH:17][CH:16]=[C:15]([C:8]2[CH:9]=[CH:10][C:5]([S:2]([CH3:1])(=[O:4])=[O:3])=[CH:6][CH:7]=2)[N:20]=1, predict the reactants needed to synthesize it. The reactants are: [CH3:1][S:2]([C:5]1[CH:10]=[CH:9][C:8](B(O)O)=[CH:7][CH:6]=1)(=[O:4])=[O:3].Br[C:15]1[N:20]=[C:19]([F:21])[C:18]([O:22][CH2:23][CH:24]2[CH2:29][CH2:28][N:27]([C:30]([O:32][CH:33]([CH3:35])[CH3:34])=[O:31])[CH2:26][CH2:25]2)=[CH:17][CH:16]=1.C([O-])([O-])=O.[Na+].[Na+]. (7) Given the product [C:22]([O:26][C:27]([N:29]1[CH2:33][CH2:32][CH2:31][C@H:30]1[C:34](=[O:39])[C:5]1[CH:6]=[CH:7][C:2]([Cl:1])=[CH:3][CH:4]=1)=[O:28])([CH3:25])([CH3:24])[CH3:23], predict the reactants needed to synthesize it. The reactants are: [Cl:1][C:2]1[CH:7]=[CH:6][C:5]([Mg]Br)=[CH:4][CH:3]=1.C1COCC1.C1(C)C=CC=CC=1.[C:22]([O:26][C:27]([N:29]1[CH2:33][CH2:32][CH2:31][C@H:30]1[C:34](=[O:39])N(OC)C)=[O:28])([CH3:25])([CH3:24])[CH3:23].